Task: Predict the product of the given reaction.. Dataset: Forward reaction prediction with 1.9M reactions from USPTO patents (1976-2016) (1) Given the reactants [S:1]1[CH:5]=[CH:4][CH:3]=[C:2]1[CH:6]=O.[CH3:8][O:9][CH2:10][CH2:11][NH2:12].[C:13]1(=[O:24])[O:19][C:17](=O)[C:16]2=[CH:20][CH:21]=[CH:22][CH:23]=[C:15]2[CH2:14]1.[N:25]1[CH:30]=[CH:29][CH:28]=[N:27][C:26]=1[C:31]1[CH:37]=[CH:36][C:34]([NH2:35])=[CH:33][CH:32]=1, predict the reaction product. The product is: [CH3:8][O:9][CH2:10][CH2:11][N:12]1[CH:6]([C:2]2[S:1][CH:5]=[CH:4][CH:3]=2)[CH:14]([C:13]([NH:35][C:34]2[CH:33]=[CH:32][C:31]([C:26]3[N:25]=[CH:30][CH:29]=[CH:28][N:27]=3)=[CH:37][CH:36]=2)=[O:24])[C:15]2[C:16](=[CH:20][CH:21]=[CH:22][CH:23]=2)[C:17]1=[O:19]. (2) The product is: [Br:1][C:2]1[CH:3]=[C:4]([O:28][C:29]2[CH:34]=[CH:33][CH:32]=[CH:31][CH:30]=2)[C:5]([NH:8][C:9]2[S:10][CH:11]=[C:12]([CH2:14][CH:15]([CH2:19][CH2:18][NH:17][C:20]([O:22][C:23]([CH3:25])([CH3:24])[CH3:26])=[O:21])[C:16]([OH:27])=[O:35])[N:13]=2)=[N:6][CH:7]=1. Given the reactants [Br:1][C:2]1[CH:3]=[C:4]([O:28][C:29]2[CH:34]=[CH:33][CH:32]=[CH:31][CH:30]=2)[C:5]([NH:8][C:9]2[S:10][CH:11]=[C:12]([CH2:14][CH:15]3[CH2:19][CH2:18][N:17]([C:20]([O:22][C:23]([CH3:26])([CH3:25])[CH3:24])=[O:21])[C:16]3=[O:27])[N:13]=2)=[N:6][CH:7]=1.[OH-:35].[Na+], predict the reaction product. (3) The product is: [CH2:1]([N:8]1[CH2:13][CH2:12][CH:11]([C:14]([NH:16][C:17]2[CH:22]=[CH:21][C:20]([CH2:23][NH:24][C:25]3[C:34]4[C:29](=[CH:30][C:31]([CH3:35])=[CH:32][CH:33]=4)[N:28]=[C:27]([N:48]4[CH2:49][CH2:50][N:45]([C:40]5[N:39]=[CH:44][CH:43]=[CH:42][N:41]=5)[CH2:46][CH2:47]4)[N:26]=3)=[CH:19][CH:18]=2)=[O:15])[CH2:10][CH2:9]1)[C:2]1[CH:7]=[CH:6][CH:5]=[CH:4][CH:3]=1. Given the reactants [CH2:1]([N:8]1[CH2:13][CH2:12][CH:11]([C:14]([NH:16][C:17]2[CH:22]=[CH:21][C:20]([CH2:23][NH:24][C:25]3[C:34]4[C:29](=[CH:30][C:31]([CH3:35])=[CH:32][CH:33]=4)[N:28]=[C:27](Cl)[N:26]=3)=[CH:19][CH:18]=2)=[O:15])[CH2:10][CH2:9]1)[C:2]1[CH:7]=[CH:6][CH:5]=[CH:4][CH:3]=1.Cl.Cl.[N:39]1[CH:44]=[CH:43][CH:42]=[N:41][C:40]=1[N:45]1[CH2:50][CH2:49][NH:48][CH2:47][CH2:46]1, predict the reaction product.